From a dataset of Forward reaction prediction with 1.9M reactions from USPTO patents (1976-2016). Predict the product of the given reaction. (1) The product is: [F:16][C:2]([F:1])([C:12]([F:13])([F:14])[F:15])[C@@H:3]([C:5]1[CH:10]=[CH:9][C:8]([F:11])=[CH:7][CH:6]=1)[OH:4]. Given the reactants [F:1][C:2]([F:16])([C:12]([F:15])([F:14])[F:13])[C:3]([C:5]1[CH:10]=[CH:9][C:8]([F:11])=[CH:7][CH:6]=1)=[O:4].[B]1OC2C(=CC=CC=2)O1.Cl.S(S([O-])=O)([O-])(=O)=O.[Na+].[Na+], predict the reaction product. (2) Given the reactants [CH3:1][C:2]([C:9]1[CH:22]=[CH:21][C:12]([O:13][CH2:14][C@H:15]2[O:19][C:18]([NH2:20])=[N:17][CH2:16]2)=[CH:11][CH:10]=1)([CH3:8])[CH2:3][C:4]([CH3:7])([CH3:6])[CH3:5].[CH2:23]([O:25][C:26](=O)[C:27]#[C:28][CH2:29][O:30]C)C, predict the reaction product. The product is: [CH3:23][O:25][CH2:26][C:27]1[N:17]2[CH2:16][C@@H:15]([CH2:14][O:13][C:12]3[CH:21]=[CH:22][C:9]([C:2]([CH3:1])([CH3:8])[CH2:3][C:4]([CH3:5])([CH3:6])[CH3:7])=[CH:10][CH:11]=3)[O:19][C:18]2=[N:20][C:29](=[O:30])[CH:28]=1.